Dataset: Full USPTO retrosynthesis dataset with 1.9M reactions from patents (1976-2016). Task: Predict the reactants needed to synthesize the given product. (1) The reactants are: [F:1][C:2]([F:7])([F:6])[C:3]([OH:5])=[O:4].[CH3:8][C:9]1[C:21]2[C:20]3[C:19]([O:22][CH2:23][CH:24]4[CH2:29][CH2:28][NH:27][CH2:26][CH2:25]4)=[C:18]([O:30][CH3:31])[CH:17]=[CH:16][C:15]=3[C:14]([C:32]3[CH:37]=[CH:36][C:35]([OH:38])=[CH:34][CH:33]=3)=[N:13][C:12]=2[NH:11][N:10]=1.C=O.[CH:41](O)=O. Given the product [F:1][C:2]([F:7])([F:6])[C:3]([OH:5])=[O:4].[CH3:8][C:9]1[C:21]2[C:20]3[C:19]([O:22][CH2:23][CH:24]4[CH2:29][CH2:28][N:27]([CH3:41])[CH2:26][CH2:25]4)=[C:18]([O:30][CH3:31])[CH:17]=[CH:16][C:15]=3[C:14]([C:32]3[CH:33]=[CH:34][C:35]([OH:38])=[CH:36][CH:37]=3)=[N:13][C:12]=2[NH:11][N:10]=1, predict the reactants needed to synthesize it. (2) Given the product [Cl:21][C:10]1[N:9]=[C:8]([C:4]2[CH:5]=[CH:6][CH:7]=[C:2]([Cl:1])[CH:3]=2)[CH:13]=[C:12]([C:14]([F:17])([F:16])[F:15])[N:11]=1, predict the reactants needed to synthesize it. The reactants are: [Cl:1][C:2]1[CH:3]=[C:4]([C:8]2[CH:13]=[C:12]([C:14]([F:17])([F:16])[F:15])[NH:11][C:10](=O)[N:9]=2)[CH:5]=[CH:6][CH:7]=1.O=P(Cl)(Cl)[Cl:21].